Dataset: Full USPTO retrosynthesis dataset with 1.9M reactions from patents (1976-2016). Task: Predict the reactants needed to synthesize the given product. Given the product [CH2:1]([O:3][C:4]([C:6]1[CH:11]=[CH:10][C:9](=[O:12])[N:8]([C:11]2[CH:6]=[CH:4][C:15]([CH3:16])=[CH:9][CH:10]=2)[CH:7]=1)=[O:5])[CH3:2], predict the reactants needed to synthesize it. The reactants are: [CH2:1]([O:3][C:4]([C:6]1[CH:11]=[CH:10][C:9](=[O:12])[NH:8][CH:7]=1)=[O:5])[CH3:2].CN[CH2:15][CH2:16]NC.P([O-])([O-])([O-])=O.[K+].[K+].[K+].